Dataset: CYP1A2 inhibition data for predicting drug metabolism from PubChem BioAssay. Task: Regression/Classification. Given a drug SMILES string, predict its absorption, distribution, metabolism, or excretion properties. Task type varies by dataset: regression for continuous measurements (e.g., permeability, clearance, half-life) or binary classification for categorical outcomes (e.g., BBB penetration, CYP inhibition). Dataset: cyp1a2_veith. (1) The result is 1 (inhibitor). The drug is OCCN(Cc1ccccc1)Cc1cccc(Cl)c1Cl. (2) The compound is Nc1ccccc1.O=P(O)(OP(=O)(O)c1ccccc1)c1ccccc1. The result is 0 (non-inhibitor). (3) The drug is CN(C)c1ncc2nc(-c3cccs3)c(=O)n(C[C@H]3CCCO3)c2n1. The result is 1 (inhibitor). (4) The molecule is c1ccc(CNc2nc(-c3cccnc3)nc3ccccc23)cc1. The result is 1 (inhibitor). (5) The drug is CCc1cccc(-n2cc(C3CCN(C(=O)OC(C)(C)C)CC3)c(C(=O)Nc3ccc(F)cc3)n2)c1. The result is 0 (non-inhibitor). (6) The compound is COc1cccc(Cn2c(=O)c(-c3cccc(F)c3)nc3cncnc32)c1. The result is 1 (inhibitor). (7) The compound is CC(C)OP(=O)(OC(C)C)C(NC(=O)c1ccc(Br)cc1)c1ccccc1. The result is 0 (non-inhibitor). (8) The drug is Nc1cc(-c2ccncc2)c[nH]c1=O. The result is 1 (inhibitor). (9) The drug is Br.COC(=O)Cn1c(=N)n(CCN2CCCCC2)c2ccccc21. The result is 0 (non-inhibitor).